This data is from Full USPTO retrosynthesis dataset with 1.9M reactions from patents (1976-2016). The task is: Predict the reactants needed to synthesize the given product. (1) Given the product [N:1]1[CH:6]=[CH:5][CH:4]=[CH:3][C:2]=1[NH:7][C:18]([C:9]1[CH:10]=[N:11][C:12]2[C:17](=[CH:16][CH:15]=[CH:14][CH:13]=2)[N:8]=1)=[O:19], predict the reactants needed to synthesize it. The reactants are: [N:1]1[CH:6]=[CH:5][CH:4]=[CH:3][C:2]=1[NH2:7].[N:8]1[C:17]2[C:12](=[CH:13][CH:14]=[CH:15][CH:16]=2)[N:11]=[CH:10][C:9]=1[C:18](O)=[O:19]. (2) Given the product [C:1]([O:4][C@H:5]1[C@@H:10]([O:11][C:12](=[O:14])[CH3:13])[C@H:9]([O:15][C:16](=[O:18])[CH3:17])[C@@H:8]([O:54]/[C:48](/[C:49]([O:51][CH2:52][CH3:53])=[O:50])=[CH:47]\[C:43]2[CH:44]=[CH:45][CH:46]=[C:41]([C:40]([F:55])([F:56])[F:39])[CH:42]=2)[O:7][C@H:6]1[CH2:34][O:35][C:36](=[O:38])[CH3:37])(=[O:3])[CH3:2], predict the reactants needed to synthesize it. The reactants are: [C:1]([O:4][C@@H:5]1[C@@H:10]([O:11][C:12](=[O:14])[CH3:13])[C@H:9]([O:15][C:16](=[O:18])[CH3:17])[C@@H:8](O/C(/C(OCC)=O)=C\C2C=CC=CC=2F)[O:7][C@H:6]1[CH2:34][O:35][C:36](=[O:38])[CH3:37])(=[O:3])[CH3:2].[F:39][C:40]([F:56])([F:55])[C:41]1[CH:42]=[C:43]([CH2:47][C:48](=[O:54])[C:49]([O:51][CH2:52][CH3:53])=[O:50])[CH:44]=[CH:45][CH:46]=1.[H-].[Na+].[Br-].C(O[C@@H]1[C@@H](OC(=O)C)[C@@H](OC(=O)C)[C@@H](COC(=O)C)O[C@@H]1O)(=O)C. (3) Given the product [Cl:1][C:2]1[CH:7]=[CH:6][C:5]([C:8]#[CH:9])=[CH:4][C:3]=1[NH:14][NH:15][C:16]([O:18][CH3:19])=[O:17], predict the reactants needed to synthesize it. The reactants are: [Cl:1][C:2]1[CH:7]=[CH:6][C:5]([C:8]#[C:9][Si](C)(C)C)=[CH:4][C:3]=1[NH:14][NH:15][C:16]([O:18][CH3:19])=[O:17].C([O-])([O-])=O.[K+].[K+]. (4) Given the product [OH:32][C:31]1[CH:33]=[C:34]([OH:35])[CH:36]=[CH:37][C:38]=1[C:3]12[CH2:9][CH:7]3[CH2:6][CH:5]([CH2:10][C:1]([C:15]4[CH:16]=[CH:27][C:28]([OH:29])=[CH:24][C:14]=4[OH:13])([CH2:8]3)[CH2:2]1)[CH2:4]2, predict the reactants needed to synthesize it. The reactants are: [C:1]12(O)[CH2:10][CH:5]3[CH2:6][CH:7]([CH2:9][C:3](O)([CH2:4]3)[CH2:2]1)[CH2:8]2.[OH2:13].[C:14]1([CH3:24])C=CC(S(O)(=O)=O)=[CH:16][CH:15]=1.CO[CH2:27][CH2:28][O:29]C.[C:31]1([CH:38]=[CH:37][CH:36]=[C:34]([OH:35])[CH:33]=1)[OH:32]. (5) Given the product [C:9]1([C:7]([CH:4]2[CH2:5][CH2:6][S:1][CH2:2][CH2:3]2)=[O:19])[CH:14]=[CH:13][CH:12]=[CH:11][CH:10]=1, predict the reactants needed to synthesize it. The reactants are: [S:1]1[CH2:6][CH2:5][CH:4]([C:7]#N)[CH2:3][CH2:2]1.[C:9]1([Mg]Br)[CH:14]=[CH:13][CH:12]=[CH:11][CH:10]=1.CC[O:19]CC.Cl. (6) Given the product [Cl:60][C:53]1[C:52]([F:61])=[C:51]([C:48]2[CH:49]=[CH:50][N:46]([CH2:32][C@@H:30]([NH:26][C:27]([C:7]3[O:6][C:5]([C:2]([OH:1])([CH3:3])[CH3:4])=[N:9][CH:8]=3)=[O:42])[CH3:31])[N:47]=2)[CH:58]=[C:57]([F:59])[C:54]=1[C:55]#[N:56], predict the reactants needed to synthesize it. The reactants are: [OH:1][C:2]([C:5]1[O:6][CH:7]=[C:8](C(O)=O)[N:9]=1)([CH3:4])[CH3:3].CCN=C=NCCCN(C)C.CC[N:26]([CH:30]([CH3:32])[CH3:31])[CH:27](C)C.C1C=CC2N([OH:42])N=NC=2C=1.N[C@@H](C)C[N:46]1[CH:50]=[CH:49][C:48]([C:51]2[CH:58]=[C:57]([F:59])[C:54]([C:55]#[N:56])=[C:53]([Cl:60])[C:52]=2[F:61])=[N:47]1.